This data is from Peptide-MHC class II binding affinity with 134,281 pairs from IEDB. The task is: Regression. Given a peptide amino acid sequence and an MHC pseudo amino acid sequence, predict their binding affinity value. This is MHC class II binding data. (1) The peptide sequence is CAVVIIGVLHQNFKD. The MHC is HLA-DQA10303-DQB10402 with pseudo-sequence HLA-DQA10303-DQB10402. The binding affinity (normalized) is 0. (2) The peptide sequence is NPKNFQTMPGTFQTT. The MHC is DRB1_0405 with pseudo-sequence DRB1_0405. The binding affinity (normalized) is 0.578.